This data is from Reaction yield outcomes from USPTO patents with 853,638 reactions. The task is: Predict the reaction yield, written as a fraction of the theoretical maximum amount of product (1.0 means a 100% yield; for example, 0.34 means a 34% yield). (1) The reactants are [CH:1]1([C:4]([O:6][C@@H:7]2[C@@H:15]([CH2:16][CH2:17][CH:18]([CH3:20])[CH3:19])[C@H:14]([CH3:21])[O:13][C:12](=[O:22])[C@@H:11]([NH:23][C:24](=[O:34])[C:25]3[C:30]([OH:31])=[C:29]([O:32][CH3:33])[CH:28]=[CH:27][N:26]=3)[CH2:10][O:9][CH2:8]2)=[O:5])[CH2:3][CH2:2]1.[C:35](Cl)(=[O:37])[CH3:36]. The catalyst is C(Cl)Cl. The product is [CH:1]1([C:4]([O:6][C@@H:7]2[C@@H:15]([CH2:16][CH2:17][CH:18]([CH3:20])[CH3:19])[C@H:14]([CH3:21])[O:13][C:12](=[O:22])[C@@H:11]([NH:23][C:24](=[O:34])[C:25]3[C:30]([O:31][C:35](=[O:37])[CH3:36])=[C:29]([O:32][CH3:33])[CH:28]=[CH:27][N:26]=3)[CH2:10][O:9][CH2:8]2)=[O:5])[CH2:2][CH2:3]1. The yield is 0.820. (2) The reactants are [OH:1][C:2]1[CH:7]=[CH:6][N:5]2[C:8]([C:11]([O:13][CH2:14][CH3:15])=[O:12])=[CH:9][N:10]=[C:4]2[CH:3]=1.Cl[C:17]([F:22])([F:21])C([O-])=O.[Na+].C([O-])([O-])=O.[K+].[K+].O. The catalyst is CN(C=O)C. The product is [F:21][CH:17]([F:22])[O:1][C:2]1[CH:7]=[CH:6][N:5]2[C:8]([C:11]([O:13][CH2:14][CH3:15])=[O:12])=[CH:9][N:10]=[C:4]2[CH:3]=1. The yield is 0.310. (3) The reactants are [H-].[H-].[H-].[H-].[Li+].[Al+3].F[C:8]1[CH:13]=[CH:12][CH:11]=[CH:10][C:9]=1[C:14]1([C:20]#[N:21])[CH2:19][CH2:18][O:17][CH2:16][CH2:15]1.[C@H](O)(C([O-])=O)[C@@H](O)C([O-])=O.[Na+].[K+]. The catalyst is C(COC)OC. The product is [O:17]1[CH2:18][CH2:19][C:14]2([C:9]3[C:10](=[CH:11][CH:12]=[CH:13][CH:8]=3)[NH:21][CH2:20]2)[CH2:15][CH2:16]1. The yield is 0.450. (4) The reactants are [Cl:1][C:2]1[CH:7]=[CH:6][C:5]([C:8]2[N:13]=[C:12]([C:14](OC)=[O:15])[CH:11]=[CH:10][C:9]=2[N:18]2[CH2:22][CH2:21][CH2:20][C:19]2=[O:23])=[CH:4][C:3]=1[O:24][CH2:25][CH2:26][CH2:27][N:28]([CH3:30])[CH3:29].[NH2:31][C:32]1([C:42]([OH:44])=[O:43])[CH:39]2[CH2:40][CH:35]3[CH2:36][CH:37]([CH2:41][CH:33]1[CH2:34]3)[CH2:38]2. No catalyst specified. The product is [ClH:1].[Cl:1][C:2]1[CH:7]=[CH:6][C:5]([C:8]2[N:13]=[C:12]([C:14]([NH:31][C:32]3([C:42]([OH:44])=[O:43])[CH:39]4[CH2:38][CH:37]5[CH2:36][CH:35]([CH2:34][CH:33]3[CH2:41]5)[CH2:40]4)=[O:15])[CH:11]=[CH:10][C:9]=2[N:18]2[CH2:22][CH2:21][CH2:20][C:19]2=[O:23])=[CH:4][C:3]=1[O:24][CH2:25][CH2:26][CH2:27][N:28]([CH3:29])[CH3:30]. The yield is 0.390.